Dataset: Full USPTO retrosynthesis dataset with 1.9M reactions from patents (1976-2016). Task: Predict the reactants needed to synthesize the given product. (1) Given the product [CH3:10][CH:11]([CH3:15])[C:12](=[O:14])/[CH:13]=[CH:7]/[C:4]1[CH:5]=[CH:6][C:1]([CH3:9])=[CH:2][CH:3]=1, predict the reactants needed to synthesize it. The reactants are: [C:1]1([CH3:9])[CH:6]=[CH:5][C:4]([CH:7]=O)=[CH:3][CH:2]=1.[CH3:10][CH:11]([CH3:15])[C:12](=[O:14])[CH3:13].[OH-].[Ba+2].[OH-]. (2) The reactants are: [CH3:1][C:2]1[O:6][N:5]=[C:4]([C:7]2[CH:12]=[CH:11][CH:10]=[CH:9][C:8]=2[C:13]([F:16])([F:15])[F:14])[C:3]=1[C:17]([OH:19])=O.Cl.C(N=C=NCCCN(C)C)C.[F:32][C:33]([F:47])([F:46])[C:34]1[CH:35]=[C:36]([N:40]2[CH2:45][CH2:44][NH:43][CH2:42][CH2:41]2)[CH:37]=[CH:38][CH:39]=1. Given the product [CH3:1][C:2]1[O:6][N:5]=[C:4]([C:7]2[CH:12]=[CH:11][CH:10]=[CH:9][C:8]=2[C:13]([F:14])([F:15])[F:16])[C:3]=1[C:17]([N:43]1[CH2:42][CH2:41][N:40]([C:36]2[CH:37]=[CH:38][CH:39]=[C:34]([C:33]([F:46])([F:47])[F:32])[CH:35]=2)[CH2:45][CH2:44]1)=[O:19], predict the reactants needed to synthesize it. (3) Given the product [C:29]([O:28][C:26]([N:22]1[C:23]2[C:19](=[CH:18][C:17]([CH2:16][CH2:15][CH2:14][CH:10]3[O:11][CH2:12][CH2:13][O:9]3)=[CH:25][CH:24]=2)[CH:20]=[C:21]1[B:35]([OH:36])[OH:34])=[O:27])([CH3:32])([CH3:31])[CH3:30], predict the reactants needed to synthesize it. The reactants are: [Li+].CC([N-]C(C)C)C.[O:9]1[CH2:13][CH2:12][O:11][CH:10]1[CH2:14][CH2:15][CH2:16][C:17]1[CH:18]=[C:19]2[C:23](=[CH:24][CH:25]=1)[N:22]([C:26]([O:28][C:29]([CH3:32])([CH3:31])[CH3:30])=[O:27])[CH:21]=[CH:20]2.C[O:34][B:35](OC)[O:36]C.